This data is from NCI-60 drug combinations with 297,098 pairs across 59 cell lines. The task is: Regression. Given two drug SMILES strings and cell line genomic features, predict the synergy score measuring deviation from expected non-interaction effect. (1) Drug 1: CS(=O)(=O)C1=CC(=C(C=C1)C(=O)NC2=CC(=C(C=C2)Cl)C3=CC=CC=N3)Cl. Drug 2: CC1=C(C(=O)C2=C(C1=O)N3CC4C(C3(C2COC(=O)N)OC)N4)N. Cell line: UO-31. Synergy scores: CSS=22.7, Synergy_ZIP=-7.74, Synergy_Bliss=-4.28, Synergy_Loewe=-6.67, Synergy_HSA=-2.44. (2) Drug 1: C1C(C(OC1N2C=NC3=C(N=C(N=C32)Cl)N)CO)O. Cell line: SK-OV-3. Synergy scores: CSS=14.3, Synergy_ZIP=-3.51, Synergy_Bliss=0.312, Synergy_Loewe=1.28, Synergy_HSA=1.02. Drug 2: CC1=C2C(C(=O)C3(C(CC4C(C3C(C(C2(C)C)(CC1OC(=O)C(C(C5=CC=CC=C5)NC(=O)OC(C)(C)C)O)O)OC(=O)C6=CC=CC=C6)(CO4)OC(=O)C)O)C)O.